From a dataset of Reaction yield outcomes from USPTO patents with 853,638 reactions. Predict the reaction yield, written as a fraction of the theoretical maximum amount of product (1.0 means a 100% yield; for example, 0.34 means a 34% yield). The reactants are [NH:1]1[CH:5]=[C:4](B(O)O)[CH:3]=[N:2]1.Br[C:10]1[CH:11]=[C:12]2[C:18]([C:19]3[CH:24]=[CH:23][CH:22]=[CH:21][CH:20]=3)=[N:17][N:16](C3CCCCO3)[C:13]2=[CH:14][N:15]=1. No catalyst specified. The product is [C:19]1([C:18]2[C:12]3[C:13](=[CH:14][N:15]=[C:10]([C:4]4[CH:5]=[N:1][NH:2][CH:3]=4)[CH:11]=3)[NH:16][N:17]=2)[CH:20]=[CH:21][CH:22]=[CH:23][CH:24]=1. The yield is 0.230.